Dataset: Forward reaction prediction with 1.9M reactions from USPTO patents (1976-2016). Task: Predict the product of the given reaction. The product is: [CH3:7][C:6]([CH3:9])([CH3:8])[C@@H:2]([OH:11])[C:3]([OH:5])=[O:4]. Given the reactants N[C@H:2]([C:6]([CH3:9])([CH3:8])[CH3:7])[C:3]([OH:5])=[O:4].N([O-])=[O:11].[Na+].[Cl-].[Na+], predict the reaction product.